Dataset: NCI-60 drug combinations with 297,098 pairs across 59 cell lines. Task: Regression. Given two drug SMILES strings and cell line genomic features, predict the synergy score measuring deviation from expected non-interaction effect. (1) Drug 1: COC1=CC(=CC(=C1O)OC)C2C3C(COC3=O)C(C4=CC5=C(C=C24)OCO5)OC6C(C(C7C(O6)COC(O7)C8=CC=CS8)O)O. Drug 2: CC1CCC2CC(C(=CC=CC=CC(CC(C(=O)C(C(C(=CC(C(=O)CC(OC(=O)C3CCCCN3C(=O)C(=O)C1(O2)O)C(C)CC4CCC(C(C4)OC)OCCO)C)C)O)OC)C)C)C)OC. Cell line: SK-OV-3. Synergy scores: CSS=38.4, Synergy_ZIP=-2.69, Synergy_Bliss=-0.597, Synergy_Loewe=4.39, Synergy_HSA=5.45. (2) Drug 1: CC(CN1CC(=O)NC(=O)C1)N2CC(=O)NC(=O)C2. Drug 2: CS(=O)(=O)CCNCC1=CC=C(O1)C2=CC3=C(C=C2)N=CN=C3NC4=CC(=C(C=C4)OCC5=CC(=CC=C5)F)Cl. Cell line: SN12C. Synergy scores: CSS=12.4, Synergy_ZIP=-7.97, Synergy_Bliss=-9.43, Synergy_Loewe=-8.05, Synergy_HSA=-7.68. (3) Drug 1: C1CCC(CC1)NC(=O)N(CCCl)N=O. Drug 2: CN(C)C1=NC(=NC(=N1)N(C)C)N(C)C. Cell line: MCF7. Synergy scores: CSS=7.30, Synergy_ZIP=1.84, Synergy_Bliss=4.03, Synergy_Loewe=-3.03, Synergy_HSA=0.880. (4) Drug 1: C1CCN(CC1)CCOC2=CC=C(C=C2)C(=O)C3=C(SC4=C3C=CC(=C4)O)C5=CC=C(C=C5)O. Drug 2: CCCCC(=O)OCC(=O)C1(CC(C2=C(C1)C(=C3C(=C2O)C(=O)C4=C(C3=O)C=CC=C4OC)O)OC5CC(C(C(O5)C)O)NC(=O)C(F)(F)F)O. Cell line: M14. Synergy scores: CSS=2.17, Synergy_ZIP=0.121, Synergy_Bliss=3.25, Synergy_Loewe=1.53, Synergy_HSA=0.170.